This data is from Peptide-MHC class I binding affinity with 185,985 pairs from IEDB/IMGT. The task is: Regression. Given a peptide amino acid sequence and an MHC pseudo amino acid sequence, predict their binding affinity value. This is MHC class I binding data. (1) The peptide sequence is HAEQGLIQY. The MHC is HLA-A02:12 with pseudo-sequence HLA-A02:12. The binding affinity (normalized) is 0.0847. (2) The binding affinity (normalized) is 0. The peptide sequence is KSRNTTPMM. The MHC is HLA-A02:01 with pseudo-sequence HLA-A02:01.